From a dataset of Catalyst prediction with 721,799 reactions and 888 catalyst types from USPTO. Predict which catalyst facilitates the given reaction. (1) Reactant: [OH:1][C:2]1[CH:3]=[C:4]([CH:7]=[CH:8][CH:9]=1)[C:5]#[N:6].[I:10]Cl.O. Product: [OH:1][C:2]1[CH:9]=[CH:8][C:7]([I:10])=[C:4]([CH:3]=1)[C:5]#[N:6]. The catalyst class is: 15. (2) Reactant: [CH2:1]([O:3][C:4]([N:6]1[CH2:11][CH2:10][N:9]([C:12](=[O:44])[C@@H:13]([NH:26]C(OCC2C3C=CC=CC=3C3C2=CC=CC=3)=O)[CH2:14][CH2:15][CH2:16][CH2:17][O:18][CH2:19][C:20]2[CH:25]=[CH:24][CH:23]=[CH:22][CH:21]=2)[CH2:8][CH2:7]1)=[O:5])[CH3:2].N1CCOCC1. Product: [CH2:1]([O:3][C:4]([N:6]1[CH2:11][CH2:10][N:9]([C:12](=[O:44])[C@@H:13]([NH2:26])[CH2:14][CH2:15][CH2:16][CH2:17][O:18][CH2:19][C:20]2[CH:25]=[CH:24][CH:23]=[CH:22][CH:21]=2)[CH2:8][CH2:7]1)=[O:5])[CH3:2]. The catalyst class is: 3. (3) Product: [CH2:1]([CH:4]1[C:13]2[C:8](=[CH:9][CH:10]=[C:11]([C:14]3[N:19]4[N:20]=[C:21]([C:23]5[CH:24]=[C:25]([C:43]6[CH:44]=[CH:45][CH:46]=[CH:47][C:42]=6[OH:41])[CH:26]=[CH:27][CH:28]=5)[CH:22]=[C:18]4[N:17]=[C:16]([CH3:30])[C:15]=3[C@H:31]([O:36][C:37]([CH3:40])([CH3:39])[CH3:38])[C:32]([O:34][CH3:35])=[O:33])[CH:12]=2)[O:7][CH2:6][CH2:5]1)[CH:2]=[CH2:3]. Reactant: [CH2:1]([CH:4]1[C:13]2[C:8](=[CH:9][CH:10]=[C:11]([C:14]3[N:19]4[N:20]=[C:21]([C:23]5[CH:28]=[CH:27][CH:26]=[C:25](Br)[CH:24]=5)[CH:22]=[C:18]4[N:17]=[C:16]([CH3:30])[C:15]=3[C@H:31]([O:36][C:37]([CH3:40])([CH3:39])[CH3:38])[C:32]([O:34][CH3:35])=[O:33])[CH:12]=2)[O:7][CH2:6][CH2:5]1)[CH:2]=[CH2:3].[OH:41][C:42]1[CH:47]=[CH:46][CH:45]=[CH:44][C:43]=1B(O)O.C([O-])([O-])=O.[Na+].[Na+]. The catalyst class is: 128. (4) Reactant: [H-].[Na+].[C:3]1([S:9]([CH2:12]P(=O)(OCC)OCC)(=[O:11])=[O:10])[CH:8]=[CH:7][CH:6]=[CH:5][CH:4]=1.[NH:21]([C:33]([O:35][C:36]([CH3:39])([CH3:38])[CH3:37])=[O:34])[C@H:22]([CH:31]=[O:32])[CH2:23][C:24](=[O:30])[O:25]C(C)(C)C.[Cl-].[NH4+]. Product: [NH:21]([C:33]([O:35][C:36]([CH3:39])([CH3:38])[CH3:37])=[O:34])[C@H:22]([C:31]([OH:32])=[O:10])[CH2:23][C:24](=[O:30])[OH:25].[C:3]1([S:9]([CH:12]=[CH2:22])(=[O:10])=[O:11])[CH:4]=[CH:5][CH:6]=[CH:7][CH:8]=1. The catalyst class is: 56.